Task: Predict the product of the given reaction.. Dataset: Forward reaction prediction with 1.9M reactions from USPTO patents (1976-2016) (1) Given the reactants O.[N:2]1[C:15]2[C:6](=[N:7][C:8]3[C:13]([CH:14]=2)=[CH:12][CH:11]=[CH:10][CH:9]=3)[CH:5]=[CH:4][CH:3]=1.C1C(=O)N([Cl:23])C(=O)C1.ClCCl, predict the reaction product. The product is: [Cl:23][C:4]1[CH:3]=[N:2][C:15]2[C:6]([CH:5]=1)=[N:7][C:8]1[C:13](=[CH:12][CH:11]=[CH:10][CH:9]=1)[CH:14]=2. (2) Given the reactants [O:1]=[C:2]1[NH:6][C:5]([C:12]2[CH:19]=[CH:18][C:15]([C:16]#[N:17])=[CH:14][CH:13]=2)([CH2:7][O:8][CH2:9][CH:10]=[CH2:11])[C:4](=[O:20])[NH:3]1.Br[C:22]1[CH:29]=[CH:28][C:25]([C:26]#[N:27])=[C:24]([C:30]([F:33])([F:32])[F:31])[CH:23]=1, predict the reaction product. The product is: [C:16]([C:15]1[CH:18]=[CH:19][C:12]([C:5]2([CH2:7][O:8][CH2:9][CH:10]=[CH2:11])[C:4](=[O:20])[N:3]([C:22]3[CH:29]=[CH:28][C:25]([C:26]#[N:27])=[C:24]([C:30]([F:31])([F:33])[F:32])[CH:23]=3)[C:2](=[O:1])[NH:6]2)=[CH:13][CH:14]=1)#[N:17]. (3) Given the reactants [Br:1][C:2]1[C:7]([N+:8]([O-])=O)=[CH:6][C:5]([Br:11])=[CH:4][N:3]=1.O.O.[Sn](Cl)Cl, predict the reaction product. The product is: [Br:1][C:2]1[C:7]([NH2:8])=[CH:6][C:5]([Br:11])=[CH:4][N:3]=1.